From a dataset of Full USPTO retrosynthesis dataset with 1.9M reactions from patents (1976-2016). Predict the reactants needed to synthesize the given product. (1) Given the product [CH3:1][O:2][C:3]1[CH:8]=[CH:7][C:6]([NH:9][CH:20]([CH3:21])[CH2:19][C:18]([N:23]2[CH2:27][CH2:26][O:25][C:24]2=[O:28])=[O:22])=[CH:5][CH:4]=1, predict the reactants needed to synthesize it. The reactants are: [CH3:1][O:2][C:3]1[CH:8]=[CH:7][C:6]([NH2:9])=[CH:5][CH:4]=1.FC(F)(F)S(O)(=O)=O.[C:18]([N:23]1[CH2:27][CH2:26][O:25][C:24]1=[O:28])(=[O:22])/[CH:19]=[CH:20]/[CH3:21].[Cl-].[NH4+]. (2) Given the product [C:15]([NH:1][CH:2]([CH3:3])[C:4]([OH:6])=[O:5])(=[O:23])[CH2:16][CH2:17][CH2:18][CH2:19][CH2:20][CH2:21][CH3:22], predict the reactants needed to synthesize it. The reactants are: [NH2:1][CH:2]([C:4]([OH:6])=[O:5])[CH3:3].C(N(CC)CC)C.[Cl-].[C:15](Cl)(=[O:23])[CH2:16][CH2:17][CH2:18][CH2:19][CH2:20][CH2:21][CH3:22]. (3) Given the product [C:25]([C:21]1[CH:20]=[C:19]([NH:18][C:16]([NH:15][NH:14][C:13]([C:9]2[CH:10]=[CH:11][CH:12]=[C:7]([O:6][C:5]3[CH:28]=[CH:29][CH:30]=[C:3]([C:2]([F:32])([F:31])[F:1])[CH:4]=3)[CH:8]=2)=[O:40])=[S:17])[CH:24]=[CH:23][CH:22]=1)(=[O:27])[CH3:26], predict the reactants needed to synthesize it. The reactants are: [F:1][C:2]([F:32])([F:31])[C:3]1[CH:4]=[C:5]([CH:28]=[CH:29][CH:30]=1)[O:6][C:7]1[CH:8]=[C:9]([C:13]2[S:17][C:16]([NH:18][C:19]3[CH:20]=[C:21]([C:25](=[O:27])[CH3:26])[CH:22]=[CH:23][CH:24]=3)=[N:15][N:14]=2)[CH:10]=[CH:11][CH:12]=1.N(C1C=CC(C(O)=[O:40])=CC=1)N.